The task is: Predict the reactants needed to synthesize the given product.. This data is from Full USPTO retrosynthesis dataset with 1.9M reactions from patents (1976-2016). (1) Given the product [Br:37][CH2:14][CH2:13][O:12][C:11]1[CH:16]=[CH:17][C:8]([O:1][C:2]2[CH:7]=[CH:6][CH:5]=[CH:4][CH:3]=2)=[CH:9][CH:10]=1, predict the reactants needed to synthesize it. The reactants are: [O:1]([C:8]1[CH:17]=[CH:16][C:11]([O:12][CH2:13][CH2:14]O)=[CH:10][CH:9]=1)[C:2]1[CH:7]=[CH:6][CH:5]=[CH:4][CH:3]=1.C1(P(C2C=CC=CC=2)C2C=CC=CC=2)C=CC=CC=1.[Br:37]N1C(=O)CCC1=O. (2) Given the product [CH3:10][C:11]1[CH:16]=[C:15]([CH3:17])[CH:14]=[CH:13][C:12]=1[C:18]1[N:23]=[N:22][C:21]([S:24][CH2:3][C:4]2[CH:9]=[CH:8][CH:7]=[CH:6][N:5]=2)=[CH:20][CH:19]=1, predict the reactants needed to synthesize it. The reactants are: Br.Br[CH2:3][C:4]1[CH:9]=[CH:8][CH:7]=[CH:6][N:5]=1.[CH3:10][C:11]1[CH:16]=[C:15]([CH3:17])[CH:14]=[CH:13][C:12]=1[C:18]1[CH:19]=[CH:20][C:21](=[S:24])[NH:22][N:23]=1.CC[O-].[Na+]. (3) The reactants are: C([Li])CCC.[CH3:6][C:7]1[N:8]=[CH:9][S:10][CH:11]=1.[CH2:12]([Sn:16](Cl)([CH2:21][CH2:22][CH2:23][CH3:24])[CH2:17][CH2:18][CH2:19][CH3:20])[CH2:13][CH2:14][CH3:15].O. Given the product [CH3:6][C:7]1[N:8]=[C:9]([Sn:16]([CH2:17][CH2:18][CH2:19][CH3:20])([CH2:21][CH2:22][CH2:23][CH3:24])[CH2:12][CH2:13][CH2:14][CH3:15])[S:10][CH:11]=1, predict the reactants needed to synthesize it. (4) The reactants are: [C:1]([O:7][CH2:8][CH3:9])(=[O:6])[CH2:2][C:3]([CH3:5])=[O:4].[CH:10](OCC)(OCC)[O:11][CH2:12][CH3:13].C(OC(=O)C)(=O)C. Given the product [CH2:12]([O:11][CH:10]=[C:2]([C:3](=[O:4])[CH3:5])[C:1]([O:7][CH2:8][CH3:9])=[O:6])[CH3:13], predict the reactants needed to synthesize it. (5) Given the product [CH3:9][O:8][C:6](=[O:7])[C:5]1[CH:4]=[CH:3][C:2]([O:1][C:18]2[N:19]=[CH:20][C:15]([Br:14])=[CH:16][N:17]=2)=[CH:11][CH:10]=1, predict the reactants needed to synthesize it. The reactants are: [OH:1][C:2]1[CH:11]=[CH:10][C:5]([C:6]([O:8][CH3:9])=[O:7])=[CH:4][CH:3]=1.[H-].[Na+].[Br:14][C:15]1[CH:16]=[N:17][C:18](Cl)=[N:19][CH:20]=1. (6) Given the product [Cl:12][C:8]1[C:9](=[O:10])[O:11][CH:6]2[C:7]=1[NH:14][C:15]1[C:3](=[CH:19][CH:18]=[CH:17][CH:16]=1)[O:5]2, predict the reactants needed to synthesize it. The reactants are: CO[C:3]([O:5][CH:6]1[O:11][C:9](=[O:10])[C:8]([Cl:12])=[C:7]1Cl)=O.[NH2:14][C:15]1C=[CH:19][CH:18]=[CH:17][C:16]=1O.[F-].[Cs+]. (7) Given the product [CH3:9][O:10][CH2:11][CH2:12][N:13]1[CH:7]([C:2]2[CH:3]=[CH:4][CH:5]=[CH:6][N:1]=2)[CH:15]([C:14]([NH:31][C:30]2[CH:32]=[CH:33][CH:34]=[C:28]([O:27][CH3:26])[CH:29]=2)=[O:25])[C:16]2[C:17](=[CH:21][CH:22]=[CH:23][CH:24]=2)[C:18]1=[O:20], predict the reactants needed to synthesize it. The reactants are: [N:1]1[CH:6]=[CH:5][CH:4]=[CH:3][C:2]=1[CH:7]=O.[CH3:9][O:10][CH2:11][CH2:12][NH2:13].[C:14]1(=[O:25])[O:20][C:18](=O)[C:17]2=[CH:21][CH:22]=[CH:23][CH:24]=[C:16]2[CH2:15]1.[CH3:26][O:27][C:28]1[CH:29]=[C:30]([CH:32]=[CH:33][CH:34]=1)[NH2:31].